Dataset: Forward reaction prediction with 1.9M reactions from USPTO patents (1976-2016). Task: Predict the product of the given reaction. (1) Given the reactants Br[C:2]1[CH:3]=[C:4]([C:8]2[C:17]3[C:12](=[CH:13][C:14]([O:23][CH3:24])=[C:15]4[O:20][C:19]([CH3:22])([CH3:21])[CH2:18][C:16]4=3)[CH2:11][C:10]([CH3:26])([CH3:25])[N:9]=2)[CH:5]=[CH:6][CH:7]=1.[CH3:27][O:28][C:29](=[O:46])[C:30]1[CH:35]=[C:34](B2OC(C)(C)C(C)(C)O2)[CH:33]=[CH:32][C:31]=1[NH2:45].C(=O)([O-])[O-].[Na+].[Na+], predict the reaction product. The product is: [CH3:27][O:28][C:29]([C:30]1[CH:35]=[C:34]([C:2]2[CH:7]=[CH:6][CH:5]=[C:4]([C:8]3[C:17]4[C:12](=[CH:13][C:14]([O:23][CH3:24])=[C:15]5[O:20][C:19]([CH3:21])([CH3:22])[CH2:18][C:16]5=4)[CH2:11][C:10]([CH3:26])([CH3:25])[N:9]=3)[CH:3]=2)[CH:33]=[CH:32][C:31]=1[NH2:45])=[O:46]. (2) Given the reactants [Cl:1][C:2]1[CH:3]=[C:4]([NH:12][C:13]2[N:17]=[C:16]([N:18](CC3C=CC(OC)=CC=3)CC3C=CC(OC)=CC=3)[N:15](CC3C=CC(OC)=CC=3)[N:14]=2)[CH:5]=[C:6]([C:8]([F:11])([F:10])[F:9])[CH:7]=1.C(O)(C(F)(F)F)=O, predict the reaction product. The product is: [Cl:1][C:2]1[CH:3]=[C:4]([NH:12][C:13]2[N:17]=[C:16]([NH2:18])[NH:15][N:14]=2)[CH:5]=[C:6]([C:8]([F:9])([F:10])[F:11])[CH:7]=1. (3) Given the reactants [Br-:1].[OH:2][C@@H:3]1[CH:8]2[CH2:9][CH2:10][N+:5]([CH2:11][C:12](=[O:19])[NH:13][C:14]3[CH:18]=[CH:17][O:16][N:15]=3)([CH2:6][CH2:7]2)[CH2:4]1.[C:20]1(C2C(N)=NOC=2)[CH:25]=[CH:24][CH:23]=[CH:22][CH:21]=1, predict the reaction product. The product is: [Br-:1].[OH:2][C@@H:3]1[CH:8]2[CH2:9][CH2:10][N+:5]([CH2:11][C:12](=[O:19])[NH:13][C:14]3[C:18]([C:20]4[CH:25]=[CH:24][CH:23]=[CH:22][CH:21]=4)=[CH:17][O:16][N:15]=3)([CH2:6][CH2:7]2)[CH2:4]1. (4) The product is: [Br:12][CH2:11][C:1]1[CH:6]=[CH:5][CH:4]=[CH:3][C:2]=1[CH2:7][C:8]([OH:10])=[O:9]. Given the reactants [C:1]1([CH3:11])[CH:6]=[CH:5][CH:4]=[CH:3][C:2]=1[CH2:7][C:8]([OH:10])=[O:9].[Br:12]N1C(=O)CCC1=O.N(C(C)(C)C#N)=NC(C)(C)C#N, predict the reaction product. (5) The product is: [CH3:18][O:19][C:20]1[CH:25]=[C:24]([N+:26]([O-:28])=[O:27])[CH:23]=[CH:22][C:21]=1[C:2]1[C:7]([C:8]([O:10][CH3:11])=[O:9])=[CH:6][N:5]=[CH:4][CH:3]=1. Given the reactants Br[C:2]1[C:7]([C:8]([O:10][CH3:11])=[O:9])=[CH:6][N:5]=[CH:4][CH:3]=1.C(=O)([O-])[O-].[Cs+].[Cs+].[CH3:18][O:19][C:20]1[CH:25]=[C:24]([N+:26]([O-:28])=[O:27])[CH:23]=[CH:22][C:21]=1B1OC(C)(C)C(C)(C)O1, predict the reaction product.